This data is from Reaction yield outcomes from USPTO patents with 853,638 reactions. The task is: Predict the reaction yield, written as a fraction of the theoretical maximum amount of product (1.0 means a 100% yield; for example, 0.34 means a 34% yield). (1) The reactants are [OH:1][C:2]1[CH:3]=[CH:4][C:5]2[N:6]([CH:8]=[C:9]([NH:11][C:12]([CH:14]3[CH2:16][CH2:15]3)=[O:13])[N:10]=2)[CH:7]=1.F[C:18]1[CH:23]=[CH:22][C:21]([N+:24]([O-:26])=[O:25])=[C:20]([Cl:27])[CH:19]=1.C(=O)([O-])[O-].[Cs+].[Cs+]. The catalyst is CS(C)=O. The product is [Cl:27][C:20]1[CH:19]=[C:18]([CH:23]=[CH:22][C:21]=1[N+:24]([O-:26])=[O:25])[O:1][C:2]1[CH:3]=[CH:4][C:5]2[N:6]([CH:8]=[C:9]([NH:11][C:12]([CH:14]3[CH2:15][CH2:16]3)=[O:13])[N:10]=2)[CH:7]=1. The yield is 0.740. (2) The reactants are [CH3:1][O:2][C:3]1[CH:4]=[C:5]([CH:20]=[CH:21][C:22]=1[O:23][CH3:24])[C:6]([N:8]1[C:17]2[C:12](=[CH:13][CH:14]=[CH:15][CH:16]=2)[C@H:11](O)[CH2:10][C@@H:9]1[CH3:19])=[O:7].[CH2:25]([N:32]1[CH2:37][CH2:36][C:35]2([C:45]3[C:40](=[CH:41][CH:42]=[CH:43][CH:44]=3)[NH:39][CH2:38]2)[CH2:34][CH2:33]1)[C:26]1[CH:31]=[CH:30][CH:29]=[CH:28][CH:27]=1. No catalyst specified. The product is [CH2:25]([N:32]1[CH2:37][CH2:36][C:35]2([C:45]3[C:40](=[CH:41][CH:42]=[CH:43][CH:44]=3)[N:39]([CH:11]3[C:12]4[C:17](=[CH:16][CH:15]=[CH:14][CH:13]=4)[N:8]([C:6](=[O:7])[C:5]4[CH:20]=[CH:21][C:22]([O:23][CH3:24])=[C:3]([O:2][CH3:1])[CH:4]=4)[CH:9]([CH3:19])[CH2:10]3)[CH2:38]2)[CH2:34][CH2:33]1)[C:26]1[CH:27]=[CH:28][CH:29]=[CH:30][CH:31]=1. The yield is 0.440. (3) The reactants are [N+:1]([C:4]1[C:13]2[C:8](=[CH:9][CH:10]=[CH:11][CH:12]=2)[C:7]([O:14][CH:15]2[CH2:20][CH2:19][NH:18][CH2:17][CH2:16]2)=[N:6][CH:5]=1)([O-:3])=[O:2].[F:21][C:22]1[CH:30]=[CH:29][CH:28]=[CH:27][C:23]=1[C:24](O)=[O:25].C1CCC(N=C=NC2CCCCC2)CC1.C1C=CC2N(O)N=NC=2C=1. The catalyst is C1COCC1. The product is [F:21][C:22]1[CH:30]=[CH:29][CH:28]=[CH:27][C:23]=1[C:24]([N:18]1[CH2:19][CH2:20][CH:15]([O:14][C:7]2[C:8]3[C:13](=[CH:12][CH:11]=[CH:10][CH:9]=3)[C:4]([N+:1]([O-:3])=[O:2])=[CH:5][N:6]=2)[CH2:16][CH2:17]1)=[O:25]. The yield is 0.920. (4) The reactants are Br[C:2]1[CH:7]=[C:6]([CH3:8])[N:5]=[C:4]([CH3:9])[N:3]=1.[Br:10][C:11]1[CH:12]=[C:13]([C:17]([C:25]2[CH:30]=[CH:29][CH:28]=[C:27]([F:31])[C:26]=2[C:32]#[N:33])=[N:18]S(C(C)(C)C)=O)[CH:14]=[CH:15][CH:16]=1. No catalyst specified. The product is [Br:10][C:11]1[CH:12]=[C:13]([C:17]2([C:2]3[CH:7]=[C:6]([CH3:8])[N:5]=[C:4]([CH3:9])[N:3]=3)[C:25]3[C:26](=[C:27]([F:31])[CH:28]=[CH:29][CH:30]=3)[C:32]([NH2:33])=[N:18]2)[CH:14]=[CH:15][CH:16]=1. The yield is 0.350. (5) The reactants are [CH3:1][O:2][C:3]([C:5]1([C:8]2[CH:13]=[C:12]([I:14])[C:11]([OH:15])=[C:10]([I:16])[CH:9]=2)[CH2:7][CH2:6]1)=[O:4].Cl[CH2:18][C:19]([CH3:21])=[CH2:20].C([O-])([O-])=O.[K+].[K+]. The catalyst is CC(C)=O.[Na+].[I-]. The product is [CH3:1][O:2][C:3]([C:5]1([C:8]2[CH:9]=[C:10]([I:16])[C:11]([O:15][CH2:20][C:19]([CH3:21])=[CH2:18])=[C:12]([I:14])[CH:13]=2)[CH2:7][CH2:6]1)=[O:4]. The yield is 0.970. (6) The reactants are [Li][CH2:2][CH2:3][CH2:4][CH3:5].[C:6]1([PH2:12])[CH:11]=[CH:10][CH:9]=[CH:8][CH:7]=1.[CH2:13]1COC[CH2:14]1. The catalyst is O. The product is [CH3:5][C@@H:4]1[CH2:3][CH2:2][C@@H:13]([CH3:14])[P:12]1[C:6]1[CH:11]=[CH:10][CH:9]=[CH:8][CH:7]=1. The yield is 0.710.